This data is from Catalyst prediction with 721,799 reactions and 888 catalyst types from USPTO. The task is: Predict which catalyst facilitates the given reaction. (1) Reactant: C([O:8][C:9]1[CH:10]=[CH:11][C:12]2[O:16][CH:15]=[CH:14][C:13]=2[C:17]=1[CH3:18])C1C=CC=CC=1. Product: [CH3:18][C:17]1[C:13]2[CH2:14][CH2:15][O:16][C:12]=2[CH:11]=[CH:10][C:9]=1[OH:8]. The catalyst class is: 50. (2) Reactant: [CH3:1][O:2][C:3]([C:5]1[CH:6]=[N:7][C:8]([CH2:11][NH2:12])=[CH:9][CH:10]=1)=[O:4].Cl.C(N(CC)CC)C.[Cl:21][C:22]1[CH:27]=[CH:26][C:25]([S:28](Cl)(=[O:30])=[O:29])=[CH:24][CH:23]=1. Product: [Cl:21][C:22]1[CH:27]=[CH:26][C:25]([S:28]([NH:12][CH2:11][C:8]2[CH:9]=[CH:10][C:5]([C:3]([O:2][CH3:1])=[O:4])=[CH:6][N:7]=2)(=[O:30])=[O:29])=[CH:24][CH:23]=1. The catalyst class is: 2. (3) Reactant: C(OC([N:8]([C:16]1[C:20]2[CH:21]=[C:22]([CH3:35])[C:23]([CH2:25][O:26][C:27]3[CH:32]=[CH:31][C:30]([Cl:33])=[C:29]([Cl:34])[CH:28]=3)=[CH:24][C:19]=2[O:18][N:17]=1)C(=O)OC(C)(C)C)=O)(C)(C)C.C([O-])([O-])=O.[Na+].[Na+]. Product: [Cl:34][C:29]1[CH:28]=[C:27]([CH:32]=[CH:31][C:30]=1[Cl:33])[O:26][CH2:25][C:23]1[C:22]([CH3:35])=[CH:21][C:20]2[C:16]([NH2:8])=[N:17][O:18][C:19]=2[CH:24]=1. The catalyst class is: 2.